From a dataset of Full USPTO retrosynthesis dataset with 1.9M reactions from patents (1976-2016). Predict the reactants needed to synthesize the given product. (1) Given the product [CH3:12][N:11]([CH3:13])[S:8]([C:5]1[CH:6]=[CH:7][C:2]([N:18]2[C:19]3[CH2:20][CH2:21][CH2:22][CH2:23][C:24]=3[C:16]([C:15]([F:14])([F:26])[F:25])=[N:17]2)=[CH:3][CH:4]=1)(=[O:10])=[O:9], predict the reactants needed to synthesize it. The reactants are: I[C:2]1[CH:7]=[CH:6][C:5]([S:8]([N:11]([CH3:13])[CH3:12])(=[O:10])=[O:9])=[CH:4][CH:3]=1.[F:14][C:15]([F:26])([F:25])[C:16]1[C:24]2[CH2:23][CH2:22][CH2:21][CH2:20][C:19]=2[NH:18][N:17]=1.N[C@@H]1CCCC[C@H]1N.C(=O)([O-])[O-].[K+].[K+]. (2) Given the product [Cl:13][C:10]1[CH:9]=[CH:8][C:7]([C:5]2[S:6][C:2]([NH:1][C:58]3[CH:59]=[CH:60][CH:61]=[C:62]([CH:64]([N:67]4[CH2:72][CH2:71][O:70][CH2:69][CH2:68]4)[CH2:65][OH:66])[N:63]=3)=[C:3]([C:14]([NH2:16])=[O:15])[N:4]=2)=[CH:12][CH:11]=1, predict the reactants needed to synthesize it. The reactants are: [NH2:1][C:2]1[S:6][C:5]([C:7]2[CH:12]=[CH:11][C:10]([Cl:13])=[CH:9][CH:8]=2)=[N:4][C:3]=1[C:14]([NH2:16])=[O:15].CC(C1C=C(C(C)C)C(C2C=CC=CC=2P(C2CCCCC2)C2CCCCC2)=C(C(C)C)C=1)C.C(=O)([O-])[O-].[K+].[K+].Br[C:58]1[N:63]=[C:62]([CH:64]([N:67]2[CH2:72][CH2:71][O:70][CH2:69][CH2:68]2)[CH2:65][OH:66])[CH:61]=[CH:60][CH:59]=1. (3) Given the product [CH2:1]([O:3][C:4](=[O:8])[CH:5]([C:6]#[N:7])[CH2:18][C:17]([C:15]1[CH:14]=[CH:13][N:12]=[C:11]([NH2:10])[N:16]=1)=[O:20])[CH3:2], predict the reactants needed to synthesize it. The reactants are: [CH2:1]([O:3][C:4](=[O:8])[CH2:5][C:6]#[N:7])[CH3:2].[Na].[NH2:10][C:11]1[N:16]=[C:15]([C:17](=[O:20])[CH2:18]Br)[CH:14]=[CH:13][N:12]=1.C(N(C(C)C)CC)(C)C. (4) Given the product [CH:11]1([C@@H:9]([NH:8][C:6]2[N:7]=[C:2]([C:24]3[CH:23]=[C:22]([CH:20]=[O:21])[S:26][CH:25]=3)[CH:3]=[N:4][CH:5]=2)[CH3:10])[CH2:13][CH2:12]1, predict the reactants needed to synthesize it. The reactants are: Cl[C:2]1[N:7]=[C:6]([NH:8][C@H:9]([CH:11]2[CH2:13][CH2:12]2)[CH3:10])[CH:5]=[N:4][CH:3]=1.C([O-])([O-])=O.[Cs+].[Cs+].[CH:20]([C:22]1[S:26][CH:25]=[C:24](B(O)O)[CH:23]=1)=[O:21].